From a dataset of HIV replication inhibition screening data with 41,000+ compounds from the AIDS Antiviral Screen. Binary Classification. Given a drug SMILES string, predict its activity (active/inactive) in a high-throughput screening assay against a specified biological target. (1) The drug is CC(=O)C1(N=Nc2ccc(S(=O)(=O)Nc3ccccn3)cc2)CCOC1=O. The result is 0 (inactive). (2) The drug is O=C(NCc1ccccc1)C(=Cc1ccccc1)NC(=O)c1ccccc1. The result is 0 (inactive). (3) The compound is O=C(OC1CN2CCC1CC2)C(O)(C=Cc1ccccc1)c1ccccc1. The result is 0 (inactive). (4) The result is 0 (inactive). The molecule is Cn1cccc1C=Cc1cc(Br)c(C=Cc2cccn2C)cc1Br. (5) The molecule is O=C1OC(=O)C2C3C=CC(C12)C1C2C=CC2C31. The result is 0 (inactive). (6) The drug is CCc1nnc2sc3c(Cl)c4nn5c(CC)nnc5sc4c(Cl)c3nn12. The result is 0 (inactive). (7) The drug is CN1CCc2ccccc2C(C(=O)c2ccc(Cl)cc2)C1=O. The result is 0 (inactive).